Dataset: Forward reaction prediction with 1.9M reactions from USPTO patents (1976-2016). Task: Predict the product of the given reaction. (1) Given the reactants C(OC([N:8]1[CH2:13][CH2:12][CH2:11][CH2:10][C@:9]1([CH3:29])[C:14]([NH:16][C@H:17]([C:19]1[CH:28]=[CH:27][C:22]([C:23]([O:25][CH3:26])=[O:24])=[CH:21][CH:20]=1)[CH3:18])=[O:15])=O)(C)(C)C.[ClH:30].O1CCOCC1, predict the reaction product. The product is: [ClH:30].[CH3:29][C@:9]1([C:14]([NH:16][C@H:17]([C:19]2[CH:20]=[CH:21][C:22]([C:23]([O:25][CH3:26])=[O:24])=[CH:27][CH:28]=2)[CH3:18])=[O:15])[CH2:10][CH2:11][CH2:12][CH2:13][NH:8]1. (2) Given the reactants [CH3:1][N:2]1[C:10]2[N:9]=[C:8]([Br:11])[N:7]([CH2:12][C:13]#[C:14][CH3:15])[C:6]=2[C:5](=[O:16])[NH:4][C:3]1=[O:17].C(=O)([O-])[O-].[K+].[K+].Cl[CH2:25][C:26]1[N:35]=[C:34]([CH3:36])[C:33]2[C:28](=[CH:29][CH:30]=[CH:31][CH:32]=2)[N:27]=1.CC1CCCO1, predict the reaction product. The product is: [CH3:36][C:34]1[C:33]2[C:28](=[CH:29][CH:30]=[CH:31][CH:32]=2)[N:27]=[C:26]([CH2:25][N:4]2[C:5](=[O:16])[C:6]3[N:7]([CH2:12][C:13]#[C:14][CH3:15])[C:8]([Br:11])=[N:9][C:10]=3[N:2]([CH3:1])[C:3]2=[O:17])[N:35]=1. (3) Given the reactants Br[C:2]1[CH:3]=[N:4][CH:5]=[C:6]([Br:8])[CH:7]=1.CC([O-])(C)C.[Na+].[NH:15]1[CH2:20][CH2:19][O:18][CH2:17][CH2:16]1.C1C=CC(P(C2C(C3C(P(C4C=CC=CC=4)C4C=CC=CC=4)=CC=C4C=3C=CC=C4)=C3C(C=CC=C3)=CC=2)C2C=CC=CC=2)=CC=1, predict the reaction product. The product is: [Br:8][C:6]1[CH:7]=[C:2]([N:15]2[CH2:20][CH2:19][O:18][CH2:17][CH2:16]2)[CH:3]=[N:4][CH:5]=1. (4) Given the reactants [B:1]([C:4]1[C:12]([F:13])=[CH:11][C:7]([C:8]([OH:10])=[O:9])=[CH:6][C:5]=1[O:14][CH2:15][CH3:16])([OH:3])[OH:2].[CH3:17][C:18](O)([C:20]([CH3:23])(O)[CH3:21])[CH3:19], predict the reaction product. The product is: [CH2:15]([O:14][C:5]1[CH:6]=[C:7]([CH:11]=[C:12]([F:13])[C:4]=1[B:1]1[O:2][C:20]([CH3:23])([CH3:21])[C:18]([CH3:19])([CH3:17])[O:3]1)[C:8]([OH:10])=[O:9])[CH3:16]. (5) Given the reactants C(OC(=O)[NH:7][CH2:8][C:9]1[CH:10]=[N:11][C:12]([CH3:19])=[CH:13][C:14]=1[C:15]([F:18])([F:17])[F:16])(C)(C)C.ClC1C=CC=CC=1C(OO)=[O:25].Cl.O1CCOCC1, predict the reaction product. The product is: [NH2:7][CH2:8][C:9]1[C:14]([C:15]([F:18])([F:17])[F:16])=[CH:13][C:12]([CH3:19])=[N+:11]([O-:25])[CH:10]=1.